Dataset: Forward reaction prediction with 1.9M reactions from USPTO patents (1976-2016). Task: Predict the product of the given reaction. (1) The product is: [ClH:1].[Cl:1][C:2]1[CH:31]=[C:30]([Cl:32])[CH:29]=[CH:28][C:3]=1[O:4][C:5]1[CH:10]=[CH:9][CH:8]=[CH:7][C:6]=1[NH:11][S:12]([C:15]1[CH:27]=[CH:26][C:18]([C:19]([NH:21][CH2:22][C:23](=[O:24])[N:40]2[CH2:45][CH2:44][NH:43][CH2:42][CH2:41]2)=[O:20])=[CH:17][CH:16]=1)(=[O:13])=[O:14]. Given the reactants [Cl:1][C:2]1[CH:31]=[C:30]([Cl:32])[CH:29]=[CH:28][C:3]=1[O:4][C:5]1[CH:10]=[CH:9][CH:8]=[CH:7][C:6]=1[NH:11][S:12]([C:15]1[CH:27]=[CH:26][C:18]([C:19]([NH:21][CH2:22][C:23](O)=[O:24])=[O:20])=[CH:17][CH:16]=1)(=[O:14])=[O:13].C(OC([N:40]1[CH2:45][CH2:44][NH:43][CH2:42][CH2:41]1)=O)(C)(C)C, predict the reaction product. (2) Given the reactants [F:1][C:2]([F:11])([F:10])[C:3]1[CH:9]=[CH:8][C:6]([NH2:7])=[CH:5][CH:4]=1.[C:12]([NH:18][C:19](=[O:22])[O:20][CH3:21])(=[O:17])[CH:13]=[CH:14][CH2:15][CH3:16], predict the reaction product. The product is: [F:1][C:2]([F:10])([F:11])[C:3]1[CH:9]=[CH:8][C:6]([NH:7][CH:14]([CH2:15][CH3:16])[CH2:13][C:12]([NH:18][C:19](=[O:22])[O:20][CH3:21])=[O:17])=[CH:5][CH:4]=1. (3) Given the reactants [NH:1]1[CH2:4][CH2:3][C@H:2]1[CH2:5][O:6][C:7]1[CH:8]=[N:9][CH:10]=[C:11]([Cl:13])[CH:12]=1.[CH3:14][C:15]([CH3:17])=O.C(O[BH-](OC(=O)C)OC(=O)C)(=O)C, predict the reaction product. The product is: [Cl:13][C:11]1[CH:10]=[N:9][CH:8]=[C:7]([O:6][CH2:5][C@@H:2]2[CH2:3][CH2:4][N:1]2[CH:15]([CH3:17])[CH3:14])[CH:12]=1. (4) The product is: [CH:15]([O:18][C:19]1[CH:26]=[CH:25][C:22]([CH:9]2[N:31]=[C:11]([OH:12])[C:6]3[C:7](=[CH:14][C:3]([O:2][CH3:1])=[CH:4][CH:5]=3)[NH:8]2)=[CH:21][CH:20]=1)([CH3:17])[CH3:16]. Given the reactants [CH3:1][O:2][C:3]1[CH:4]=[CH:5][C:6]2[C:11](=[O:12])O[C:9](=O)[NH:8][C:7]=2[CH:14]=1.[CH:15]([O:18][C:19]1[CH:26]=[CH:25][C:22](C=O)=[CH:21][CH:20]=1)([CH3:17])[CH3:16].C([O-])(=O)C.[NH4+:31], predict the reaction product. (5) Given the reactants [N:1]1[C:10]2[C:5](=[CH:6][CH:7]=[CH:8][C:9]=2[CH:11]=O)[CH:4]=[CH:3][CH:2]=1.S([O-])([O-])(=O)=O.[Mg+2].[CH:19]1([NH2:22])[CH2:21][CH2:20]1.[BH4-].[Na+], predict the reaction product. The product is: [N:1]1[C:10]2[C:5](=[CH:6][CH:7]=[CH:8][C:9]=2[CH2:11][NH:22][CH:19]2[CH2:21][CH2:20]2)[CH:4]=[CH:3][CH:2]=1. (6) Given the reactants C(OC(=O)[NH:7][C:8]1([C:12]2[CH:17]=[CH:16][C:15]([C:18]3[N:19]=[C:20]4[CH:25]=[CH:24][C:23]([C:26]5[C:27]([O:32][CH2:33][C:34]6[CH:39]=[CH:38][CH:37]=[CH:36][CH:35]=6)=[N:28][CH:29]=[CH:30][CH:31]=5)=[CH:22][N:21]4[C:40]=3[C:41]3[CH:46]=[CH:45][CH:44]=[CH:43][CH:42]=3)=[CH:14][CH:13]=2)[CH2:11][CH2:10][CH2:9]1)(C)(C)C.Cl, predict the reaction product. The product is: [CH2:33]([O:32][C:27]1[C:26]([C:23]2[CH:24]=[CH:25][C:20]3[N:21]([C:40]([C:41]4[CH:46]=[CH:45][CH:44]=[CH:43][CH:42]=4)=[C:18]([C:15]4[CH:16]=[CH:17][C:12]([C:8]5([NH2:7])[CH2:9][CH2:10][CH2:11]5)=[CH:13][CH:14]=4)[N:19]=3)[CH:22]=2)=[CH:31][CH:30]=[CH:29][N:28]=1)[C:34]1[CH:35]=[CH:36][CH:37]=[CH:38][CH:39]=1. (7) Given the reactants [C:1]1([N:7]2[C:15]3[C:10](=[CH:11][CH:12]=[CH:13][CH:14]=3)[C:9](=O)[C:8]2=[O:17])[CH:6]=[CH:5][CH:4]=[CH:3][CH:2]=1.[OH-].[K+].O.NN.Cl, predict the reaction product. The product is: [C:1]1([N:7]2[C:15]3[C:10](=[CH:11][CH:12]=[CH:13][CH:14]=3)[CH2:9][C:8]2=[O:17])[CH:2]=[CH:3][CH:4]=[CH:5][CH:6]=1. (8) Given the reactants Br[C:2]1[CH:16]=[CH:15][C:14]([C:17]([F:20])([F:19])[F:18])=[CH:13][C:3]=1[CH2:4][O:5][Si:6]([C:9]([CH3:12])([CH3:11])[CH3:10])([CH3:8])[CH3:7].C([Li])CCC.[C:26]1(=[O:32])[CH2:31][CH2:30][CH2:29][CH2:28][CH2:27]1, predict the reaction product. The product is: [Si:6]([O:5][CH2:4][C:3]1[CH:13]=[C:14]([C:17]([F:20])([F:19])[F:18])[CH:15]=[CH:16][C:2]=1[C:26]1([OH:32])[CH2:31][CH2:30][CH2:29][CH2:28][CH2:27]1)([C:9]([CH3:12])([CH3:11])[CH3:10])([CH3:8])[CH3:7]. (9) Given the reactants [F:1][C:2]1[CH:17]=[CH:16][C:5]([CH2:6][O:7][CH2:8][C:9]2[N:14]=[C:13]([NH2:15])[CH:12]=[CH:11][CH:10]=2)=[CH:4][CH:3]=1.[Cl:18][C:19]1[C:20]([CH3:29])=[C:21]([S:25](Cl)(=[O:27])=[O:26])[CH:22]=[CH:23][CH:24]=1, predict the reaction product. The product is: [Cl:18][C:19]1[C:20]([CH3:29])=[C:21]([S:25]([NH:15][C:13]2[CH:12]=[CH:11][CH:10]=[C:9]([CH2:8][O:7][CH2:6][C:5]3[CH:4]=[CH:3][C:2]([F:1])=[CH:17][CH:16]=3)[N:14]=2)(=[O:27])=[O:26])[CH:22]=[CH:23][CH:24]=1. (10) Given the reactants Cl[C:2]1[C:3]2[C:10]([C:11]3[CH:12]=[CH:13][C:14]([O:19][C:20]4[CH:25]=[CH:24][CH:23]=[CH:22][CH:21]=4)=[C:15]([CH:18]=3)[C:16]#[N:17])=[CH:9][N:8]([C@H:26]3[CH2:31][CH2:30][C@H:29]([N:32]4[CH2:37][CH2:36][N:35]([CH3:38])[CH2:34][CH2:33]4)[CH2:28][CH2:27]3)[C:4]=2[N:5]=[CH:6][N:7]=1.[OH-:39].[NH4+:40], predict the reaction product. The product is: [C:20]([OH:39])(=[O:19])[CH3:25].[C:14]([OH:19])(=[O:39])[CH3:13].[NH2:40][C:2]1[C:3]2[C:10]([C:11]3[CH:12]=[CH:13][C:14]([O:19][C:20]4[CH:25]=[CH:24][CH:23]=[CH:22][CH:21]=4)=[C:15]([CH:18]=3)[C:16]#[N:17])=[CH:9][N:8]([CH:26]3[CH2:31][CH2:30][CH:29]([N:32]4[CH2:37][CH2:36][N:35]([CH3:38])[CH2:34][CH2:33]4)[CH2:28][CH2:27]3)[C:4]=2[N:5]=[CH:6][N:7]=1.